Dataset: Forward reaction prediction with 1.9M reactions from USPTO patents (1976-2016). Task: Predict the product of the given reaction. (1) Given the reactants [CH3:1][N:2]([CH2:30][C:31]([OH:33])=[O:32])[C:3](=[O:29])[C:4]1[CH:9]=[CH:8][C:7]([CH:10]([C:22]2[CH:27]=[CH:26][CH:25]=[CH:24][C:23]=2[CH3:28])[CH2:11][C:12]([C:14]2[CH:19]=[CH:18][C:17](=[O:20])[N:16]([CH3:21])[CH:15]=2)=O)=[CH:6][CH:5]=1.Cl.[NH2:35][OH:36].C([O-])(O)=O.[Na+], predict the reaction product. The product is: [OH:36]/[N:35]=[C:12](/[C:14]1[CH:19]=[CH:18][C:17](=[O:20])[N:16]([CH3:21])[CH:15]=1)\[CH2:11][CH:10]([C:7]1[CH:8]=[CH:9][C:4]([C:3]([N:2]([CH2:30][C:31]([OH:33])=[O:32])[CH3:1])=[O:29])=[CH:5][CH:6]=1)[C:22]1[CH:27]=[CH:26][CH:25]=[CH:24][C:23]=1[CH3:28]. (2) Given the reactants [N:1]([CH2:4][C:5]1[CH:6]=[CH:7][C:8]([CH:11]([S:20]([C:23]2[CH:28]=[CH:27][C:26]([Cl:29])=[CH:25][CH:24]=2)(=[O:22])=[O:21])[C:12]2[CH:17]=[C:16]([F:18])[CH:15]=[CH:14][C:13]=2[F:19])=[N:9][CH:10]=1)=[N+]=[N-].C(OCC)(=O)C.C(O)C.[H][H], predict the reaction product. The product is: [Cl:29][C:26]1[CH:27]=[CH:28][C:23]([S:20]([CH:11]([C:12]2[CH:17]=[C:16]([F:18])[CH:15]=[CH:14][C:13]=2[F:19])[C:8]2[N:9]=[CH:10][C:5]([CH2:4][NH2:1])=[CH:6][CH:7]=2)(=[O:22])=[O:21])=[CH:24][CH:25]=1.